This data is from Full USPTO retrosynthesis dataset with 1.9M reactions from patents (1976-2016). The task is: Predict the reactants needed to synthesize the given product. (1) Given the product [CH3:23][S:24]([O:13][C@H:11]1[CH2:10][CH2:9][O:8][C@@H:7]([C:1]2[CH:2]=[CH:3][CH:4]=[CH:5][CH:6]=2)[CH2:12]1)(=[O:26])=[O:25], predict the reactants needed to synthesize it. The reactants are: [C:1]1([C@H:7]2[CH2:12][C@@H:11]([OH:13])[CH2:10][CH2:9][O:8]2)[CH:6]=[CH:5][CH:4]=[CH:3][CH:2]=1.CCN(C(C)C)C(C)C.[CH3:23][S:24](Cl)(=[O:26])=[O:25]. (2) Given the product [CH3:29][O:30][CH2:31][CH2:32][N:33]([CH2:2][C:3]1[CH:4]=[C:5]([CH:26]=[CH:27][N:28]=1)[C:6]([NH:8][C:9]1[S:10][C:11]2[C:17]([N:18]3[CH2:23][CH2:22][O:21][CH2:20][CH2:19]3)=[CH:16][CH:15]=[C:14]([O:24][CH3:25])[C:12]=2[N:13]=1)=[O:7])[CH3:34], predict the reactants needed to synthesize it. The reactants are: Cl[CH2:2][C:3]1[CH:4]=[C:5]([CH:26]=[CH:27][N:28]=1)[C:6]([NH:8][C:9]1[S:10][C:11]2[C:17]([N:18]3[CH2:23][CH2:22][O:21][CH2:20][CH2:19]3)=[CH:16][CH:15]=[C:14]([O:24][CH3:25])[C:12]=2[N:13]=1)=[O:7].[CH3:29][O:30][CH2:31][CH2:32][NH:33][CH3:34]. (3) Given the product [CH3:31][O:33][C:34]1[CH:35]=[C:10]([NH:13][C:14]([C:16]2[S:17][CH:18]=[CH:19][C:20]=2[NH:21][C:22]2[CH:27]=[CH:26][N:25]=[C:24]3[NH:28][CH:29]=[CH:30][C:23]=23)=[O:15])[CH:11]=[CH:12][CH:36]=1, predict the reactants needed to synthesize it. The reactants are: C(OC(N1[CH2:12][CH2:11][CH:10]([NH:13][C:14]([C:16]2[S:17][CH:18]=[CH:19][C:20]=2[NH:21][C:22]2[CH:27]=[CH:26][N:25]=[C:24]3[NH:28][CH:29]=[CH:30][C:23]=23)=[O:15])C1)=O)(C)(C)C.[C:31](N1CCC(N)C1)([O:33][C:34](C)([CH3:36])[CH3:35])=O. (4) Given the product [CH3:34][O:35][CH2:36][CH2:37][C:38]([O:30][C:29]1[C:24]([C:23](=[O:33])[NH:22][C@H:10]2[CH2:9][O:8][CH2:7][C@H:6]([O:5][CH2:1][CH:2]([CH3:3])[CH3:4])[C@@H:14]([O:15][CH2:16][CH:17]([CH3:19])[CH3:18])[C@H:13]([CH3:20])[O:12][C:11]2=[O:21])=[N:25][CH:26]=[CH:27][C:28]=1[O:31][CH3:32])=[O:39], predict the reactants needed to synthesize it. The reactants are: [CH2:1]([O:5][C@@H:6]1[C@@H:14]([O:15][CH2:16][CH:17]([CH3:19])[CH3:18])[C@H:13]([CH3:20])[O:12][C:11](=[O:21])[C@@H:10]([NH:22][C:23](=[O:33])[C:24]2[C:29]([OH:30])=[C:28]([O:31][CH3:32])[CH:27]=[CH:26][N:25]=2)[CH2:9][O:8][CH2:7]1)[CH:2]([CH3:4])[CH3:3].[CH3:34][O:35][CH2:36][CH2:37][C:38](Cl)=[O:39]. (5) The reactants are: C([O:8][C:9]1[CH:10]=[C:11]([CH:14]=[CH:15][C:16]=1[O:17][CH3:18])[CH:12]=O)C1C=CC=CC=1.C(OP([CH:27]([O:33][CH:34]([CH3:36])[CH3:35])[C:28]([O:30][CH2:31][CH3:32])=[O:29])(OCC)=O)C. Given the product [OH:8][C:9]1[CH:10]=[C:11]([CH2:12][CH:27]([O:33][CH:34]([CH3:36])[CH3:35])[C:28]([O:30][CH2:31][CH3:32])=[O:29])[CH:14]=[CH:15][C:16]=1[O:17][CH3:18], predict the reactants needed to synthesize it. (6) Given the product [CH2:1]([O:4][C:5]1[CH:6]=[CH:7][C:8]([CH:11]2[CH2:16][CH2:15][N:14]([C:17]([O:19][C:20]([CH3:23])([CH3:22])[CH3:21])=[O:18])[CH2:13][CH:12]2[O:24][CH2:26][C:27]2[CH:36]=[C:35]3[C:30]([CH2:31][CH2:32][C:33](=[O:42])[N:34]3[CH2:37][CH2:38][CH2:39][O:40][CH3:41])=[CH:29][CH:28]=2)=[CH:9][CH:10]=1)[CH:2]=[CH2:3], predict the reactants needed to synthesize it. The reactants are: [CH2:1]([O:4][C:5]1[CH:10]=[CH:9][C:8]([CH:11]2[CH2:16][CH2:15][N:14]([C:17]([O:19][C:20]([CH3:23])([CH3:22])[CH3:21])=[O:18])[CH2:13][CH:12]2[OH:24])=[CH:7][CH:6]=1)[CH:2]=[CH2:3].Cl[CH2:26][C:27]1[CH:36]=[C:35]2[C:30]([CH2:31][CH2:32][C:33](=[O:42])[N:34]2[CH2:37][CH2:38][CH2:39][O:40][CH3:41])=[CH:29][CH:28]=1.